This data is from Reaction yield outcomes from USPTO patents with 853,638 reactions. The task is: Predict the reaction yield, written as a fraction of the theoretical maximum amount of product (1.0 means a 100% yield; for example, 0.34 means a 34% yield). (1) The reactants are [OH-].[Na+].C([O:5][C:6](=[O:25])[CH2:7][CH2:8][N:9]1[CH:13]=[C:12]([C:14]2[CH:19]=[CH:18][CH:17]=[CH:16][CH:15]=2)[CH:11]=[C:10]1[C:20]([O:22]CC)=[O:21])C. The catalyst is C(O)C. The product is [C:6]([CH2:7][CH2:8][N:9]1[CH:13]=[C:12]([C:14]2[CH:15]=[CH:16][CH:17]=[CH:18][CH:19]=2)[CH:11]=[C:10]1[C:20]([OH:22])=[O:21])([OH:25])=[O:5]. The yield is 0.560. (2) The reactants are [CH:1]([C:4]1[N:8]2[CH:9]=[CH:10][CH:11]=[CH:12][C:7]2=[N:6][C:5]=1[NH:13][C:14](=[O:20])[O:15][C:16]([CH3:19])([CH3:18])[CH3:17])([CH3:3])[CH3:2].[H-].[Na+].Cl[S:24]([C:27]1[CH:36]=[CH:35][C:30]([C:31]([O:33][CH3:34])=[O:32])=[CH:29][CH:28]=1)(=[O:26])=[O:25]. The catalyst is CN(C=O)C. The product is [C:16]([O:15][C:14]([N:13]([C:5]1[N:6]=[C:7]2[CH:12]=[CH:11][CH:10]=[CH:9][N:8]2[C:4]=1[CH:1]([CH3:3])[CH3:2])[S:24]([C:27]1[CH:28]=[CH:29][C:30]([C:31]([O:33][CH3:34])=[O:32])=[CH:35][CH:36]=1)(=[O:26])=[O:25])=[O:20])([CH3:18])([CH3:17])[CH3:19]. The yield is 0.510.